Dataset: NCI-60 drug combinations with 297,098 pairs across 59 cell lines. Task: Regression. Given two drug SMILES strings and cell line genomic features, predict the synergy score measuring deviation from expected non-interaction effect. Drug 1: C1=NNC2=C1C(=O)NC=N2. Drug 2: CC1C(C(CC(O1)OC2CC(CC3=C2C(=C4C(=C3O)C(=O)C5=C(C4=O)C(=CC=C5)OC)O)(C(=O)CO)O)N)O.Cl. Cell line: NCI-H522. Synergy scores: CSS=60.1, Synergy_ZIP=1.90, Synergy_Bliss=5.07, Synergy_Loewe=-7.26, Synergy_HSA=7.02.